This data is from Full USPTO retrosynthesis dataset with 1.9M reactions from patents (1976-2016). The task is: Predict the reactants needed to synthesize the given product. (1) Given the product [Br:1][C:2]1[CH:8]=[C:7]([F:9])[CH:6]=[C:5]([F:10])[C:3]=1[NH:4][C:12]([O:14][CH2:15][CH3:16])=[O:13], predict the reactants needed to synthesize it. The reactants are: [Br:1][C:2]1[CH:8]=[C:7]([F:9])[CH:6]=[C:5]([F:10])[C:3]=1[NH2:4].Cl[C:12]([O:14][CH2:15][CH3:16])=[O:13].C(OCC)(=O)C.CCCCCC. (2) Given the product [OH:50][CH2:49][C:41]([N:37]1[CH2:38][CH2:39][CH2:40][CH:34]([O:33][C:2]2[CH:9]=[CH:8][C:7]([C:10]3[N:15]=[C:14]([NH:16][C:17]4[CH:22]=[CH:21][C:20]([N:23]5[CH2:28][CH2:27][N:26]([CH:29]6[CH2:32][O:31][CH2:30]6)[CH2:25][CH2:24]5)=[CH:19][CH:18]=4)[N:13]=[CH:12][N:11]=3)=[CH:6][C:3]=2[C:4]#[N:5])[CH2:35][CH2:36]1)=[O:43], predict the reactants needed to synthesize it. The reactants are: F[C:2]1[CH:9]=[CH:8][C:7]([C:10]2[N:15]=[C:14]([NH:16][C:17]3[CH:22]=[CH:21][C:20]([N:23]4[CH2:28][CH2:27][N:26]([CH:29]5[CH2:32][O:31][CH2:30]5)[CH2:25][CH2:24]4)=[CH:19][CH:18]=3)[N:13]=[CH:12][N:11]=2)=[CH:6][C:3]=1[C:4]#[N:5].[OH:33][CH:34]1[CH2:40][CH2:39][CH2:38][N:37]([C:41]([O:43]C(C)(C)C)=O)[CH2:36][CH2:35]1.C(O)(=O)[CH2:49][OH:50].